Dataset: Full USPTO retrosynthesis dataset with 1.9M reactions from patents (1976-2016). Task: Predict the reactants needed to synthesize the given product. (1) Given the product [CH3:29][C:28]([CH3:31])([CH3:30])[C:27]([NH:26][C:24]1[CH:23]=[CH:22][C:8]([O:9][C:10]2[CH:11]=[C:12]([CH2:18][C:19]([OH:21])=[O:20])[CH:13]=[CH:14][C:15]=2[O:16][CH3:17])=[C:7]([CH2:6][S:5]([C:1]([CH3:4])([CH3:3])[CH3:2])=[O:41])[CH:25]=1)=[O:32], predict the reactants needed to synthesize it. The reactants are: [C:1]([S:5][CH2:6][C:7]1[CH:25]=[C:24]([NH:26][C:27](=[O:32])[C:28]([CH3:31])([CH3:30])[CH3:29])[CH:23]=[CH:22][C:8]=1[O:9][C:10]1[CH:11]=[C:12]([CH2:18][C:19]([OH:21])=[O:20])[CH:13]=[CH:14][C:15]=1[O:16][CH3:17])([CH3:4])([CH3:3])[CH3:2].ClC1C=CC=C(C(OO)=[O:41])C=1. (2) Given the product [N:16]1([CH:14]([NH:9][C:1](=[O:8])[C:2]2[CH:7]=[CH:6][CH:5]=[CH:4][CH:3]=2)[C:11]([CH3:12])([CH3:13])[CH3:10])[C:20]2[CH:21]=[CH:22][CH:23]=[CH:24][C:19]=2[N:18]=[N:17]1, predict the reactants needed to synthesize it. The reactants are: [C:1]([NH2:9])(=[O:8])[C:2]1[CH:7]=[CH:6][CH:5]=[CH:4][CH:3]=1.[CH3:10][C:11]([CH:14]=O)([CH3:13])[CH3:12].[NH:16]1[C:20]2[CH:21]=[CH:22][CH:23]=[CH:24][C:19]=2[N:18]=[N:17]1.C1(C)C=CC(S(O)(=O)=O)=CC=1. (3) Given the product [OH:14][C:15]1[CH:16]=[C:17]([C@H:21]([NH:23][C:24](=[S:25])[NH:2][CH2:3][CH2:4][C:5]2[CH:13]=[CH:12][CH:11]=[CH:10][C:6]=2[C:7]([OH:9])=[O:8])[CH3:22])[CH:18]=[CH:19][CH:20]=1, predict the reactants needed to synthesize it. The reactants are: Cl.[NH2:2][CH2:3][CH2:4][C:5]1[CH:13]=[CH:12][CH:11]=[CH:10][C:6]=1[C:7]([OH:9])=[O:8].[OH:14][C:15]1[CH:16]=[C:17]([C@H:21]([N:23]=[C:24]=[S:25])[CH3:22])[CH:18]=[CH:19][CH:20]=1.